Dataset: Reaction yield outcomes from USPTO patents with 853,638 reactions. Task: Predict the reaction yield, written as a fraction of the theoretical maximum amount of product (1.0 means a 100% yield; for example, 0.34 means a 34% yield). The reactants are P(Cl)(Cl)(Cl)=O.[Cl:6][C:7]1[CH:12]=[N:11][CH:10]=[C:9]([N:13]2[CH2:18][CH2:17][CH2:16][CH2:15][CH:14]2[CH3:19])[N:8]=1.O.CN([CH:24]=[O:25])C. No catalyst specified. The product is [Cl:6][C:7]1[C:12]([CH:24]=[O:25])=[N:11][CH:10]=[C:9]([N:13]2[CH2:18][CH2:17][CH2:16][CH2:15][CH:14]2[CH3:19])[N:8]=1. The yield is 0.570.